This data is from Catalyst prediction with 721,799 reactions and 888 catalyst types from USPTO. The task is: Predict which catalyst facilitates the given reaction. (1) Reactant: [O-]CC.[Na+].[C:5]([O:13][CH2:14][CH3:15])(=[O:12])[CH2:6][C:7]([O:9][CH2:10][CH3:11])=[O:8].[CH2:16]([O:23][C:24]([NH:26][CH2:27][CH2:28][CH2:29][CH2:30]Br)=[O:25])[C:17]1[CH:22]=[CH:21][CH:20]=[CH:19][CH:18]=1. Product: [CH2:16]([O:23][C:24]([NH:26][CH2:27][CH2:28][CH2:29][CH2:30][CH:6]([C:7]([O:9][CH2:10][CH3:11])=[O:8])[C:5]([O:13][CH2:14][CH3:15])=[O:12])=[O:25])[C:17]1[CH:22]=[CH:21][CH:20]=[CH:19][CH:18]=1. The catalyst class is: 8. (2) Reactant: C1(C2C=CC=CC=2)C=CC=CC=1.[Cl:13][C:14]1[C:19]([S:20]([N:23]([CH2:25][CH2:26][N:27]([CH2:30][CH3:31])[CH2:28][CH3:29])[CH3:24])(=[O:22])=[O:21])=[C:18]([OH:32])[C:17]([NH:33][C:34]2[C:37](=[O:38])[C:36](=[O:39])[C:35]=2Cl)=[CH:16][CH:15]=1.[NH2:41][C:42]1[CH:47]=[CH:46][CH:45]=[CH:44][CH:43]=1. Product: [Cl:13][C:14]1[C:19]([S:20]([N:23]([CH2:25][CH2:26][N:27]([CH2:30][CH3:31])[CH2:28][CH3:29])[CH3:24])(=[O:22])=[O:21])=[C:18]([OH:32])[C:17]([NH:33][C:34]2[C:37](=[O:38])[C:36](=[O:39])[C:35]=2[NH:41][C:42]2[CH:47]=[CH:46][CH:45]=[CH:44][CH:43]=2)=[CH:16][CH:15]=1. The catalyst class is: 3. (3) Reactant: [O:1]=[C:2]1[CH2:6][N:5]([C:7]([O:9][C:10]([CH3:13])([CH3:12])[CH3:11])=[O:8])[CH2:4][CH:3]1[C:14]([O:16][CH3:17])=[O:15].[CH2:18](O)[CH:19]=C.C([Sn](=O)CCCC)CCC. The catalyst class is: 11. Product: [O:1]=[C:2]1[CH2:6][N:5]([C:7]([O:9][C:10]([CH3:11])([CH3:12])[CH3:13])=[O:8])[CH2:4][CH:3]1[C:14]([O:16][CH2:17][CH:18]=[CH2:19])=[O:15]. (4) Reactant: [F:8][C:7]([F:10])([F:9])[C:6](O[C:6](=[O:11])[C:7]([F:10])([F:9])[F:8])=[O:11].[CH:14]12[CH2:26][CH2:25][CH:21]([CH2:22][NH:23][CH2:24]1)[C:20]1[CH:19]=[CH:18][CH:17]=[CH:16][C:15]2=1.N1C=CC=CC=1.Cl. Product: [CH:14]12[CH2:26][CH2:25][CH:21]([CH2:22][N:23]([C:6](=[O:11])[C:7]([F:8])([F:9])[F:10])[CH2:24]1)[C:20]1[CH:19]=[CH:18][CH:17]=[CH:16][C:15]2=1. The catalyst class is: 2. (5) Reactant: [NH2:1][CH2:2][CH2:3][NH:4]C(=O)C.C(N(CC)CC)C.[CH3:15][S:16]([Cl:19])(=[O:18])=[O:17]. Product: [ClH:19].[NH2:1][CH2:2][CH2:3][NH:4][S:16]([CH3:15])(=[O:18])=[O:17]. The catalyst class is: 4. (6) Reactant: CN(C)[CH:3]=[O:4].O=P(Cl)(Cl)[Cl:8].[CH2:11]1[C:15]2([CH2:20][CH2:19][C:18](=O)[CH2:17][CH2:16]2)[CH2:14][CH2:13][CH2:12]1. Product: [Cl:8][C:18]1[CH2:19][CH2:20][C:15]2([CH2:14][CH2:13][CH2:12][CH2:11]2)[CH2:16][C:17]=1[CH:3]=[O:4]. The catalyst class is: 4. (7) Reactant: [C:1]([C:3]1[CH:4]=[CH:5][C:6]([O:24][CH3:25])=[C:7]([S:9]([NH:12][CH2:13][CH2:14][C:15]2[CH:23]=[CH:22][C:18]([C:19]([OH:21])=O)=[CH:17][CH:16]=2)(=[O:11])=[O:10])[CH:8]=1)#[N:2].[NH:26]1[CH2:30][CH2:29][CH2:28][CH2:27]1.C(N(CC)CC)C.Cl.CN(C)CCCN=C=NCC. Product: [C:1]([C:3]1[CH:4]=[CH:5][C:6]([O:24][CH3:25])=[C:7]([S:9]([NH:12][CH2:13][CH2:14][C:15]2[CH:23]=[CH:22][C:18]([C:19]([N:26]3[CH2:30][CH2:29][CH2:28][CH2:27]3)=[O:21])=[CH:17][CH:16]=2)(=[O:10])=[O:11])[CH:8]=1)#[N:2]. The catalyst class is: 35.